This data is from NCI-60 drug combinations with 297,098 pairs across 59 cell lines. The task is: Regression. Given two drug SMILES strings and cell line genomic features, predict the synergy score measuring deviation from expected non-interaction effect. (1) Drug 1: CN1CCC(CC1)COC2=C(C=C3C(=C2)N=CN=C3NC4=C(C=C(C=C4)Br)F)OC. Drug 2: CCC1(CC2CC(C3=C(CCN(C2)C1)C4=CC=CC=C4N3)(C5=C(C=C6C(=C5)C78CCN9C7C(C=CC9)(C(C(C8N6C)(C(=O)OC)O)OC(=O)C)CC)OC)C(=O)OC)O.OS(=O)(=O)O. Cell line: EKVX. Synergy scores: CSS=58.0, Synergy_ZIP=2.03, Synergy_Bliss=4.63, Synergy_Loewe=6.66, Synergy_HSA=7.92. (2) Drug 1: CC12CCC3C(C1CCC2=O)CC(=C)C4=CC(=O)C=CC34C. Drug 2: C1CC(=O)NC(=O)C1N2C(=O)C3=CC=CC=C3C2=O. Cell line: MDA-MB-435. Synergy scores: CSS=27.0, Synergy_ZIP=2.64, Synergy_Bliss=-4.04, Synergy_Loewe=-2.78, Synergy_HSA=-3.97. (3) Drug 1: CS(=O)(=O)CCNCC1=CC=C(O1)C2=CC3=C(C=C2)N=CN=C3NC4=CC(=C(C=C4)OCC5=CC(=CC=C5)F)Cl. Drug 2: COC1=C2C(=CC3=C1OC=C3)C=CC(=O)O2. Cell line: A549. Synergy scores: CSS=5.75, Synergy_ZIP=-0.767, Synergy_Bliss=2.41, Synergy_Loewe=-2.12, Synergy_HSA=0.385. (4) Drug 1: CC1=CC2C(CCC3(C2CCC3(C(=O)C)OC(=O)C)C)C4(C1=CC(=O)CC4)C. Drug 2: CC=C1C(=O)NC(C(=O)OC2CC(=O)NC(C(=O)NC(CSSCCC=C2)C(=O)N1)C(C)C)C(C)C. Cell line: CAKI-1. Synergy scores: CSS=-2.56, Synergy_ZIP=0.784, Synergy_Bliss=-7.15, Synergy_Loewe=-67.6, Synergy_HSA=-9.85. (5) Drug 1: C1=C(C(=O)NC(=O)N1)F. Drug 2: C1C(C(OC1N2C=NC3=C(N=C(N=C32)Cl)N)CO)O. Cell line: MDA-MB-231. Synergy scores: CSS=16.2, Synergy_ZIP=-5.19, Synergy_Bliss=-1.64, Synergy_Loewe=1.29, Synergy_HSA=1.80. (6) Drug 1: CN(CC1=CN=C2C(=N1)C(=NC(=N2)N)N)C3=CC=C(C=C3)C(=O)NC(CCC(=O)O)C(=O)O. Drug 2: N.N.Cl[Pt+2]Cl. Cell line: HT29. Synergy scores: CSS=52.3, Synergy_ZIP=-9.99, Synergy_Bliss=-10.1, Synergy_Loewe=-17.5, Synergy_HSA=-8.10. (7) Drug 1: C1CC(CCC1OC2=C(C(=CC=C2)Cl)F)(CC3=NC(=CC=C3)NC4=NC=CS4)C(=O)O. Drug 2: CC1(CCCN1)C2=NC3=C(C=CC=C3N2)C(=O)N. Cell line: HCT116. Synergy scores: CSS=32.6, Synergy_ZIP=6.46, Synergy_Bliss=7.09, Synergy_Loewe=-11.3, Synergy_HSA=8.22.